From a dataset of Full USPTO retrosynthesis dataset with 1.9M reactions from patents (1976-2016). Predict the reactants needed to synthesize the given product. (1) Given the product [Cl:18][C:10]1[C:9]2[CH2:13][CH2:14][CH2:15][C:8]=2[CH:7]=[C:6]([C:4]([O:3][CH2:1][CH3:2])=[O:5])[N:11]=1, predict the reactants needed to synthesize it. The reactants are: [CH2:1]([O:3][C:4]([C:6]1[N+:11]([O-])=[CH:10][C:9]2[CH2:13][CH2:14][CH2:15][C:8]=2[CH:7]=1)=[O:5])[CH3:2].O=P(Cl)(Cl)[Cl:18]. (2) The reactants are: [CH3:1][N:2]1[CH2:8][C:6](=[O:7])[NH:5][C:3]1=[O:4].[H-].[Na+].BrC[C:13]1[CH:18]=[CH:17][CH:16]=[CH:15][C:14]=1[C:19]([O:21][CH3:22])=[O:20].[CH3:23]N(C=O)C. Given the product [CH3:22][O:21][C:19](=[O:20])[C:14]1[CH:13]=[CH:18][CH:17]=[C:16]([CH2:23][N:5]2[C:6](=[O:7])[CH2:8][N:2]([CH3:1])[C:3]2=[O:4])[CH:15]=1, predict the reactants needed to synthesize it. (3) Given the product [C:9]1([P:8]([C:19]2[C:28]3[C:23](=[CH:24][CH:25]=[CH:26][CH:27]=3)[CH:22]=[CH:21][CH:20]=2)[C:3]2[CH:4]=[CH:5][CH:6]=[CH:7][C:2]=2[P:29]([O:33][CH2:34][CH3:35])[O:30][CH2:31][CH3:32])[C:18]2[C:13](=[CH:14][CH:15]=[CH:16][CH:17]=2)[CH:12]=[CH:11][CH:10]=1, predict the reactants needed to synthesize it. The reactants are: Br[C:2]1[CH:7]=[CH:6][CH:5]=[CH:4][C:3]=1[P:8]([C:19]1[C:28]2[C:23](=[CH:24][CH:25]=[CH:26][CH:27]=2)[CH:22]=[CH:21][CH:20]=1)[C:9]1[C:18]2[C:13](=[CH:14][CH:15]=[CH:16][CH:17]=2)[CH:12]=[CH:11][CH:10]=1.[P:29](Cl)([O:33][CH2:34][CH3:35])[O:30][CH2:31][CH3:32].C([Li])CCC. (4) Given the product [C:26]1([CH:7]([C:1]2[CH:6]=[CH:5][CH:4]=[CH:3][CH:2]=2)[N:8]2[CH2:11][CH:10]([N:12]3[CH2:17][CH2:16][N:15]([CH3:18])[CH2:14][C@@H:13]3[CH3:25])[CH2:9]2)[CH:27]=[CH:28][CH:29]=[CH:30][CH:31]=1, predict the reactants needed to synthesize it. The reactants are: [C:1]1([CH:7]([C:26]2[CH:31]=[CH:30][CH:29]=[CH:28][CH:27]=2)[N:8]2[CH2:11][CH:10]([N:12]3[CH2:17][CH2:16][N:15]([C:18](OC(C)(C)C)=O)[CH2:14][C@@H:13]3[CH3:25])[CH2:9]2)[CH:6]=[CH:5][CH:4]=[CH:3][CH:2]=1.C1COCC1.[H-].[Al+3].[Li+].[H-].[H-].[H-].[OH-].[Na+]. (5) Given the product [F:1][C:2]([C:12]1[CH:17]=[CH:16][C:15]([C:21]2[CH:20]=[N:19][CH:24]=[CH:23][CH:22]=2)=[CH:14][CH:13]=1)([CH3:11])[CH2:3][NH:4][S:5]([CH:8]([CH3:10])[CH3:9])(=[O:7])=[O:6], predict the reactants needed to synthesize it. The reactants are: [F:1][C:2]([C:12]1[CH:17]=[CH:16][C:15](I)=[CH:14][CH:13]=1)([CH3:11])[CH2:3][NH:4][S:5]([CH:8]([CH3:10])[CH3:9])(=[O:7])=[O:6].[N:19]1[CH:24]=[CH:23][CH:22]=[CH:21][C:20]=1B(O)O.C(=O)([O-])[O-].[K+].[K+].O1CCOCC1.O.